Dataset: Reaction yield outcomes from USPTO patents with 853,638 reactions. Task: Predict the reaction yield, written as a fraction of the theoretical maximum amount of product (1.0 means a 100% yield; for example, 0.34 means a 34% yield). (1) The reactants are Cl.Br[C:3]1[CH:8]=[CH:7][N:6]=[CH:5][CH:4]=1.[S:9]1[CH:13]=[CH:12][CH:11]=[C:10]1B(O)O. The catalyst is COCCOC.O.C1C=CC([P]([Pd]([P](C2C=CC=CC=2)(C2C=CC=CC=2)C2C=CC=CC=2)([P](C2C=CC=CC=2)(C2C=CC=CC=2)C2C=CC=CC=2)[P](C2C=CC=CC=2)(C2C=CC=CC=2)C2C=CC=CC=2)(C2C=CC=CC=2)C2C=CC=CC=2)=CC=1. The product is [N:6]1[CH:7]=[CH:8][C:3]([C:11]2[CH:12]=[CH:13][S:9][CH:10]=2)=[CH:4][CH:5]=1. The yield is 0.750. (2) The yield is 0.810. The catalyst is CCO.[Pd]. The product is [OH:8][CH2:9][CH2:10][CH2:11][CH2:12][O:13][C:14]1[N:23]=[C:22]2[C:17]([CH:18]=[CH:19][C:20](=[O:24])[NH:21]2)=[C:16]([CH3:25])[CH:15]=1. The reactants are C([O:8][CH2:9][CH2:10][CH2:11][CH2:12][O:13][C:14]1[N:23]=[C:22]2[C:17]([CH:18]=[CH:19][C:20](=[O:24])[NH:21]2)=[C:16]([CH3:25])[CH:15]=1)C1C=CC=CC=1.CCOCC. (3) The reactants are [Cl:1][C:2]1[S:3][C:4]([S:8](Cl)(=[O:10])=[O:9])=[C:5]([CH3:7])[N:6]=1.[OH-].[NH4+:13]. No catalyst specified. The product is [Cl:1][C:2]1[S:3][C:4]([S:8]([NH2:13])(=[O:10])=[O:9])=[C:5]([CH3:7])[N:6]=1. The yield is 0.810. (4) The reactants are [I:1][C:2]1[CH:3]=[N:4][NH:5][CH:6]=1.[H-].[Na+].I[CH2:10][CH2:11][F:12]. The catalyst is CN(C=O)C. The product is [F:12][CH2:11][CH2:10][N:4]1[CH:3]=[C:2]([I:1])[CH:6]=[N:5]1. The yield is 0.790. (5) The reactants are [CH:1]1([N:4]2[CH2:9][C:8]3([CH2:14][CH2:13][N:12]([S:15]([C:18]4[CH:23]=[CH:22][C:21](B5OC(C)(C)C(C)(C)O5)=[CH:20][CH:19]=4)(=[O:17])=[O:16])[CH2:11][CH2:10]3)[O:7][CH2:6][C:5]2=[O:33])[CH2:3][CH2:2]1.Br[C:35]1[C:44]([CH3:45])=[C:43]2[C:38]([CH:39]=[CH:40][CH:41]=[N:42]2)=[CH:37][CH:36]=1.C(=O)([O-])[O-].[K+].[K+]. The catalyst is O1CCOCC1.C1C=CC(P(C2C=CC=CC=2)[C-]2C=CC=C2)=CC=1.C1C=CC(P(C2C=CC=CC=2)[C-]2C=CC=C2)=CC=1.Cl[Pd]Cl.[Fe+2].C(Cl)Cl. The product is [CH:1]1([N:4]2[CH2:9][C:8]3([CH2:14][CH2:13][N:12]([S:15]([C:18]4[CH:23]=[CH:22][C:21]([C:35]5[C:44]([CH3:45])=[C:43]6[C:38]([CH:39]=[CH:40][CH:41]=[N:42]6)=[CH:37][CH:36]=5)=[CH:20][CH:19]=4)(=[O:16])=[O:17])[CH2:11][CH2:10]3)[O:7][CH2:6][C:5]2=[O:33])[CH2:2][CH2:3]1. The yield is 0.480. (6) The catalyst is O. The product is [CH:16]1([CH2:21][N:24]2[CH2:28][CH:29]3[CH2:27][CH:25]2[CH2:26][CH:30]3[NH:13][C:11]([C:4]2[C:5]3[C:10](=[CH:9][CH:8]=[CH:7][CH:6]=3)[NH:2][N:3]=2)=[O:12])[CH2:17][CH2:14]1. The yield is 0.500. The reactants are Cl.[NH:2]1[C:10]2[C:5](=[CH:6][CH:7]=[CH:8][CH:9]=2)[C:4]([C:11]([NH2:13])=[O:12])=[N:3]1.[CH2:14]1[CH:16]([CH:17](O)C#N)C1.[CH:21]([N:24]([CH2:28][CH3:29])[CH:25]([CH3:27])[CH3:26])(C)C.[C:30](O)(=O)C.C(O[BH-](OC(=O)C)OC(=O)C)(=O)C.[Na+]. (7) The reactants are [O:1]=[C:2]1[CH:11]=[N:10][C:9]2[C:4](=[CH:5][CH:6]=[C:7]([C:12]([OH:14])=O)[CH:8]=2)[NH:3]1.[NH:15]1[CH2:20][CH2:19][CH2:18][C@@H:17]2[C:21]3[CH:22]=[CH:23][CH:24]=[CH:25][C:26]=3[CH2:27][C@H:16]12.F[P-](F)(F)(F)(F)F.N1(OC(N(C)C)=[N+](C)C)C2N=CC=CC=2N=N1. No catalyst specified. The product is [N:15]1([C:12]([C:7]2[CH:8]=[C:9]3[C:4](=[CH:5][CH:6]=2)[NH:3][C:2](=[O:1])[CH:11]=[N:10]3)=[O:14])[CH2:20][CH2:19][CH2:18][C@@H:17]2[C:21]3[CH:22]=[CH:23][CH:24]=[CH:25][C:26]=3[CH2:27][C@H:16]12. The yield is 0.450. (8) The reactants are C[O:2][C:3](=[O:30])[C:4]1[CH:9]=[C:8]([O:10][CH3:11])[C:7]([C:12]([CH3:15])([CH3:14])[CH3:13])=[CH:6][C:5]=1[C:16]1[C:17]([O:22][CH2:23][C:24]2[CH:29]=[CH:28][CH:27]=[CH:26][CH:25]=2)=[N:18][CH:19]=[CH:20][CH:21]=1.C1COCC1.[OH-].[Na+].Cl. The catalyst is CO.O. The product is [CH2:23]([O:22][C:17]1[C:16]([C:5]2[CH:6]=[C:7]([C:12]([CH3:13])([CH3:15])[CH3:14])[C:8]([O:10][CH3:11])=[CH:9][C:4]=2[C:3]([OH:30])=[O:2])=[CH:21][CH:20]=[CH:19][N:18]=1)[C:24]1[CH:29]=[CH:28][CH:27]=[CH:26][CH:25]=1. The yield is 0.970. (9) The catalyst is CN(C)C=O.C(OC(C)C)(=O)C. The reactants are [Br:1][CH2:2][C@@H:3]([C:5]1[CH:10]=[CH:9][C:8]([O:11][CH2:12][C:13]2[CH:18]=[CH:17][CH:16]=[CH:15][CH:14]=2)=[C:7]([NH:19][CH:20]=[O:21])[CH:6]=1)[OH:4].N1C=CN=C1.[Si:27](Cl)([C:30]([CH3:33])([CH3:32])[CH3:31])([CH3:29])[CH3:28]. The yield is 0.680. The product is [CH2:12]([O:11][C:8]1[CH:9]=[CH:10][C:5]([C@@H:3]([O:4][Si:27]([C:30]([CH3:33])([CH3:32])[CH3:31])([CH3:29])[CH3:28])[CH2:2][Br:1])=[CH:6][C:7]=1[NH:19][CH:20]=[O:21])[C:13]1[CH:14]=[CH:15][CH:16]=[CH:17][CH:18]=1. (10) The catalyst is CN(C=O)C.C1COCC1.C1(C)C=CC=CC=1.C1COCC1.CO.C(Cl)Cl. The product is [C:24]1([S:30]([N:33]2[C:41]3[C:36](=[C:37]([CH:42]([OH:43])[CH3:2])[CH:38]=[CH:39][CH:40]=3)[CH:35]=[CH:34]2)(=[O:31])=[O:32])[CH:25]=[CH:26][CH:27]=[CH:28][CH:29]=1. The yield is 0.810. The reactants are N1C2C=CC=C(C=O)C=2C=[CH:2]1.[H-].[Na+].C1(S(Cl)(=O)=O)C=CC=CC=1.[C:24]1([S:30]([N:33]2[C:41]3[CH:40]=[CH:39][CH:38]=[C:37]([CH:42]=[O:43])[C:36]=3[CH:35]=[CH:34]2)(=[O:32])=[O:31])[CH:29]=[CH:28][CH:27]=[CH:26][CH:25]=1.C[Mg+].[Br-].